From a dataset of Catalyst prediction with 721,799 reactions and 888 catalyst types from USPTO. Predict which catalyst facilitates the given reaction. (1) Reactant: [NH:1]1[C:9]2[C:4](=[CH:5][CH:6]=[CH:7][CH:8]=2)[C:3]([CH2:10][C:11]([C:14]2[CH:19]=[CH:18][CH:17]=[CH:16][CH:15]=2)=[N:12]O)=[CH:2]1.[Na].O. Product: [NH:1]1[C:9]2[C:4](=[CH:5][CH:6]=[CH:7][CH:8]=2)[C:3]([CH2:10][CH:11]([NH2:12])[C:14]2[CH:15]=[CH:16][CH:17]=[CH:18][CH:19]=2)=[CH:2]1. The catalyst class is: 8. (2) Reactant: [CH3:1][CH:2]([CH2:4][CH2:5][CH2:6][C@H:7]([C@@H:9]1[C@:26]2([CH3:27])[C@H:12]([C@H:13]3[C@H:23]([CH2:24][CH2:25]2)[C@:21]2([CH3:22])[C:16](=[CH:17][C:18](=O)[CH:19]=[CH:20]2)[CH2:15][CH2:14]3)[CH2:11][CH2:10]1)[CH3:8])[CH3:3].Cl.[NH2:30][OH:31]. Product: [CH3:1][CH:2]([CH2:4][CH2:5][CH2:6][C@H:7]([C@@H:9]1[C@:26]2([CH3:27])[C@H:12]([C@H:13]3[C@H:23]([CH2:24][CH2:25]2)[C@:21]2([CH3:22])[C:16](=[CH:17][C:18](=[N:30][OH:31])[CH:19]=[CH:20]2)[CH2:15][CH2:14]3)[CH2:11][CH2:10]1)[CH3:8])[CH3:3]. The catalyst class is: 17.